From a dataset of Forward reaction prediction with 1.9M reactions from USPTO patents (1976-2016). Predict the product of the given reaction. Given the reactants [CH3:1][C:2]1[CH:7]=[CH:6][CH:5]=[C:4]([CH3:8])[C:3]=1[N:9]=[C:10]=[O:11].ClC1C=CC=C(C)C=1N=C=O.[NH2:23][C:24]1[CH:32]=[C:31]([O:33][CH3:34])[C:30]([O:35][CH3:36])=[CH:29][C:25]=1[C:26]([OH:28])=O.NC1C(C(O)=O)=CC2C(C=1)=CC=CC=2.[CH:51]1[CH:56]=[CH:55][C:54]([C@@H:57]([NH:61]C(OCC2C3C(=CC=CC=3)C3C2=CC=CC=3)=O)[C:58]([OH:60])=[O:59])=[CH:53][CH:52]=1.C1CCC([C@H](NC(OCC2C3C(=CC=CC=3)C3C2=CC=CC=3)=O)C(O)=O)CC1, predict the reaction product. The product is: [CH3:8][C:4]1[CH:5]=[CH:6][CH:7]=[C:2]([CH3:1])[C:3]=1[NH:9][C:10]([NH:23][C:24]1[CH:32]=[C:31]([O:33][CH3:34])[C:30]([O:35][CH3:36])=[CH:29][C:25]=1[C:26]([NH:61][CH:57]([C:54]1[CH:55]=[CH:56][CH:51]=[CH:52][CH:53]=1)[C:58]([OH:60])=[O:59])=[O:28])=[O:11].